From a dataset of Peptide-MHC class I binding affinity with 185,985 pairs from IEDB/IMGT. Regression. Given a peptide amino acid sequence and an MHC pseudo amino acid sequence, predict their binding affinity value. This is MHC class I binding data. (1) The peptide sequence is VIKSQDNQWSY. The MHC is Mamu-A02 with pseudo-sequence Mamu-A02. The binding affinity (normalized) is 0.243. (2) The peptide sequence is ETKKTMLAL. The MHC is HLA-A02:06 with pseudo-sequence HLA-A02:06. The binding affinity (normalized) is 0.0847. (3) The peptide sequence is VIHTNHSDI. The MHC is HLA-A68:02 with pseudo-sequence HLA-A68:02. The binding affinity (normalized) is 0. (4) The peptide sequence is GTKGKLYIA. The MHC is HLA-A68:02 with pseudo-sequence HLA-A68:02. The binding affinity (normalized) is 0. (5) The peptide sequence is RPTPKKMNIV. The MHC is HLA-B07:02 with pseudo-sequence HLA-B07:02. The binding affinity (normalized) is 0.634. (6) The peptide sequence is SQVRVPTVF. The MHC is HLA-A03:01 with pseudo-sequence HLA-A03:01. The binding affinity (normalized) is 0.0847.